This data is from Full USPTO retrosynthesis dataset with 1.9M reactions from patents (1976-2016). The task is: Predict the reactants needed to synthesize the given product. (1) Given the product [Cl:18][C:15]1[CH:16]=[CH:17][C:12]([CH:8]([C:5]2[CH:4]=[CH:3][C:2]([Cl:1])=[CH:7][CH:6]=2)[C:9]([NH:19][CH2:20][CH2:21][CH2:22][N:23]2[CH2:24][CH2:25][CH:26]([C:29]3[N:34]=[C:33]([NH:35][C:36](=[O:40])[CH:37]([CH3:38])[CH3:39])[CH:32]=[CH:31][CH:30]=3)[CH2:27][CH2:28]2)=[O:11])=[CH:13][CH:14]=1, predict the reactants needed to synthesize it. The reactants are: [Cl:1][C:2]1[CH:7]=[CH:6][C:5]([CH:8]([C:12]2[CH:17]=[CH:16][C:15]([Cl:18])=[CH:14][CH:13]=2)[C:9]([OH:11])=O)=[CH:4][CH:3]=1.[NH2:19][CH2:20][CH2:21][CH2:22][N:23]1[CH2:28][CH2:27][CH:26]([C:29]2[N:34]=[C:33]([NH:35][C:36](=[O:40])[CH:37]([CH3:39])[CH3:38])[CH:32]=[CH:31][CH:30]=2)[CH2:25][CH2:24]1. (2) Given the product [CH:27]1([CH2:26][N:10]2[C:9]3[N:8]=[C:7]([CH2:6][C:5]4[CH:4]=[CH:3][C:2]([NH:1][S:42]([C:40]5[CH:39]=[CH:38][CH:37]=[C:36]6[C:41]=5[N:32]=[CH:33][CH:34]=[CH:35]6)(=[O:43])=[O:44])=[CH:31][CH:30]=4)[NH:15][C:14]=3[C:13](=[O:16])[N:12]([CH2:17][C:18]3[CH:23]=[CH:22][CH:21]=[CH:20][C:19]=3[F:24])[C:11]2=[O:25])[CH2:28][CH2:29]1, predict the reactants needed to synthesize it. The reactants are: [NH2:1][C:2]1[CH:31]=[CH:30][C:5]([CH2:6][C:7]2[NH:15][C:14]3[C:13](=[O:16])[N:12]([CH2:17][C:18]4[CH:23]=[CH:22][CH:21]=[CH:20][C:19]=4[F:24])[C:11](=[O:25])[N:10]([CH2:26][CH:27]4[CH2:29][CH2:28]4)[C:9]=3[N:8]=2)=[CH:4][CH:3]=1.[N:32]1[C:41]2[C:36](=[CH:37][CH:38]=[CH:39][C:40]=2[S:42](Cl)(=[O:44])=[O:43])[CH:35]=[CH:34][CH:33]=1.